Dataset: Full USPTO retrosynthesis dataset with 1.9M reactions from patents (1976-2016). Task: Predict the reactants needed to synthesize the given product. The reactants are: F[C:2]1[CH:9]=[CH:8][C:5]([C:6]#[N:7])=[CH:4][C:3]=1[CH3:10].C(=O)([O-])[O-].[Cs+].[Cs+].[CH:17]([C:20]1[C:28]2[C:23](=[N:24][CH:25]=[CH:26][C:27]=2[C:29]2[CH:30]=[N:31][C:32]3[C:37]([CH:38]=2)=[CH:36][CH:35]=[CH:34][CH:33]=3)[NH:22][N:21]=1)([CH3:19])[CH3:18].C(OCC)(=O)C. Given the product [CH:17]([C:20]1[C:28]2[C:23](=[N:24][CH:25]=[CH:26][C:27]=2[C:29]2[CH:30]=[N:31][C:32]3[C:37]([CH:38]=2)=[CH:36][CH:35]=[CH:34][CH:33]=3)[N:22]([C:2]2[CH:9]=[CH:8][C:5]([C:6]#[N:7])=[CH:4][C:3]=2[CH3:10])[N:21]=1)([CH3:19])[CH3:18], predict the reactants needed to synthesize it.